This data is from CYP1A2 inhibition data for predicting drug metabolism from PubChem BioAssay. The task is: Regression/Classification. Given a drug SMILES string, predict its absorption, distribution, metabolism, or excretion properties. Task type varies by dataset: regression for continuous measurements (e.g., permeability, clearance, half-life) or binary classification for categorical outcomes (e.g., BBB penetration, CYP inhibition). Dataset: cyp1a2_veith. (1) The molecule is COC(=O)C1(Cc2ccccc2)C=C2C(=C(c3ccccc3)C(=O)C2C)CN1. The result is 1 (inhibitor). (2) The compound is O=S(=O)(CC(O)COc1ccccc1Cl)c1ccccc1. The result is 1 (inhibitor). (3) The molecule is COC(=O)[C@@]1(Cc2ccc(OC)cc2)[C@H]2c3cc(C(=O)N4CCCC4)n(Cc4ccccn4)c3C[C@H]2CN1C(=O)c1ccccc1. The result is 0 (non-inhibitor).